Dataset: Forward reaction prediction with 1.9M reactions from USPTO patents (1976-2016). Task: Predict the product of the given reaction. (1) Given the reactants C[O-].[Na+].[C:4]([C:7]1[CH:8]=[CH:9][C:10]([NH:13][C:14](=[O:19])[C:15]([CH3:18])([CH3:17])[CH3:16])=[N:11][CH:12]=1)(=[NH:6])[NH2:5].C[C:21](C)([C:25]([O-])=[O:26])[C:22]([O-])=[O:23].Cl, predict the reaction product. The product is: [OH:26][C:25]1[N:6]=[C:4]([C:7]2[CH:8]=[CH:9][C:10]([NH:13][C:14](=[O:19])[C:15]([CH3:16])([CH3:18])[CH3:17])=[N:11][CH:12]=2)[NH:5][C:22](=[O:23])[CH:21]=1. (2) Given the reactants [Cl:1]N1C(=O)CCC1=O.[CH2:9]([O:16][C:17]1[C:18]([NH:24][C:25]2[S:26][CH:27]=[C:28]([CH2:30][CH3:31])[N:29]=2)=[N:19][CH:20]=[C:21]([Br:23])[CH:22]=1)[C:10]1[CH:15]=[CH:14][CH:13]=[CH:12][CH:11]=1.C(OCC)(=O)C, predict the reaction product. The product is: [CH2:9]([O:16][C:17]1[C:18]([NH:24][C:25]2[S:26][C:27]([Cl:1])=[C:28]([CH2:30][CH3:31])[N:29]=2)=[N:19][CH:20]=[C:21]([Br:23])[CH:22]=1)[C:10]1[CH:11]=[CH:12][CH:13]=[CH:14][CH:15]=1. (3) Given the reactants [Cl:1][C:2]1[CH:3]=[C:4](B(O)O)[CH:5]=[CH:6][CH:7]=1.[NH:11]1[CH:15]=[N:14][C:13]([C:16]([O:18][CH3:19])=[O:17])=[N:12]1.N1C=CC=CC=1, predict the reaction product. The product is: [CH3:19][O:18][C:16]([C:13]1[N:14]=[CH:15][N:11]([C:4]2[CH:5]=[CH:6][CH:7]=[C:2]([Cl:1])[CH:3]=2)[N:12]=1)=[O:17]. (4) Given the reactants FC(F)(F)C(O)=O.[NH2:8][C@@H:9]([CH2:13][CH2:14][CH3:15])[CH2:10][CH2:11][OH:12].CC1C=C(C)C=C(C)C=1S(O[C:29]1[C:34]([CH2:35][C:36]2[CH:41]=[CH:40][C:39]([O:42][CH2:43][CH2:44][CH2:45][O:46][Si:47]([C:50]([CH3:53])([CH3:52])[CH3:51])([CH3:49])[CH3:48])=[CH:38][C:37]=2[O:54][CH3:55])=[C:33]([CH3:56])[N:32]=[C:31]([NH2:57])[N:30]=1)(=O)=O, predict the reaction product. The product is: [NH2:57][C:31]1[N:30]=[C:29]([NH:8][C@@H:9]([CH2:13][CH2:14][CH3:15])[CH2:10][CH2:11][OH:12])[C:34]([CH2:35][C:36]2[CH:41]=[CH:40][C:39]([O:42][CH2:43][CH2:44][CH2:45][O:46][Si:47]([C:50]([CH3:51])([CH3:52])[CH3:53])([CH3:49])[CH3:48])=[CH:38][C:37]=2[O:54][CH3:55])=[C:33]([CH3:56])[N:32]=1. (5) The product is: [CH:1]([S:4]([CH2:7][C:8]1[CH:13]=[C:12]([N:14]2[CH2:19][CH2:18][O:17][CH2:16][CH2:15]2)[N:11]=[C:10]([C:20]2[CH:21]=[CH:22][C:23]([NH2:26])=[CH:24][CH:25]=2)[N:9]=1)(=[O:5])=[O:6])([CH3:3])[CH3:2]. Given the reactants [CH:1]([S:4]([CH2:7][C:8]1[CH:13]=[C:12]([N:14]2[CH2:19][CH2:18][O:17][CH2:16][CH2:15]2)[N:11]=[C:10]([C:20]2[CH:25]=[CH:24][C:23]([NH:26]C(=O)OC(C)(C)C)=[CH:22][CH:21]=2)[N:9]=1)(=[O:6])=[O:5])([CH3:3])[CH3:2].FC(F)(F)C(O)=O, predict the reaction product. (6) Given the reactants [C:1]([Si:5]([CH3:21])([CH3:20])[O:6][CH:7]([C:11]1[CH:12]=[CH:13][C:14]2[N:15]([N:17]=[CH:18][N:19]=2)[CH:16]=1)[CH:8]([NH2:10])[CH3:9])([CH3:4])([CH3:3])[CH3:2].[N:22]([C:25]1[CH:30]=[CH:29][CH:28]=[C:27]([CH3:31])[CH:26]=1)=[C:23]=[O:24].O1CCCC1, predict the reaction product. The product is: [N:19]1[CH:18]=[N:17][N:15]2[CH:16]=[C:11]([CH:7]([O:6][Si:5]([C:1]([CH3:4])([CH3:3])[CH3:2])([CH3:21])[CH3:20])[CH:8]([NH:10][C:23]([NH:22][C:25]3[CH:26]=[C:27]([CH3:31])[CH:28]=[CH:29][CH:30]=3)=[O:24])[CH3:9])[CH:12]=[CH:13][C:14]=12.